Dataset: Full USPTO retrosynthesis dataset with 1.9M reactions from patents (1976-2016). Task: Predict the reactants needed to synthesize the given product. (1) Given the product [CH3:1][O:2][C:3](=[O:10])[CH:4]([O:8][CH3:9])[C:5]([NH:14][CH2:13][C:12]([F:19])([F:11])[C:15]([F:18])([F:17])[F:16])=[O:6], predict the reactants needed to synthesize it. The reactants are: [CH3:1][O:2][C:3](=[O:10])[CH:4]([O:8][CH3:9])[C:5](O)=[O:6].[F:11][C:12]([F:19])([C:15]([F:18])([F:17])[F:16])[CH2:13][NH2:14]. (2) Given the product [F:1][C:2]1[CH:7]=[CH:6][C:5]([C:8]([F:10])([F:11])[F:9])=[CH:4][C:3]=1[O:12][CH2:22][O:23][CH3:24], predict the reactants needed to synthesize it. The reactants are: [F:1][C:2]1[CH:7]=[CH:6][C:5]([C:8]([F:11])([F:10])[F:9])=[CH:4][C:3]=1[OH:12].C(N(C(C)C)CC)(C)C.[CH3:22][O:23][CH2:24]Cl.O. (3) Given the product [C:8]([O:12][C:13]([NH:15][C:16]1[N:17]=[CH:18][C:19]([C:22]2[N:30]=[C:29]3[C:25]([N:26]=[CH:27][N:28]3[CH2:31][CH2:32][C:33]([OH:35])=[O:34])=[C:24]([N:37]3[CH2:38][CH2:39][O:40][CH2:41][CH2:42]3)[N:23]=2)=[CH:20][N:21]=1)=[O:14])([CH3:11])([CH3:9])[CH3:10], predict the reactants needed to synthesize it. The reactants are: BrCCC(OC)=O.[C:8]([O:12][C:13]([N:15](C(OC(C)(C)C)=O)[C:16]1[N:21]=[CH:20][C:19]([C:22]2[N:30]=[C:29]3[C:25]([N:26]=[CH:27][N:28]3[CH2:31][CH2:32][C:33]([O:35]C)=[O:34])=[C:24]([N:37]3[CH2:42][CH2:41][O:40][CH2:39][CH2:38]3)[N:23]=2)=[CH:18][N:17]=1)=[O:14])([CH3:11])([CH3:10])[CH3:9].[OH-].[Li+].